From a dataset of Catalyst prediction with 721,799 reactions and 888 catalyst types from USPTO. Predict which catalyst facilitates the given reaction. (1) Reactant: [CH2:1]([P:10](=[O:17])([O:14][CH2:15][CH3:16])[O:11][CH2:12][CH3:13])P(=O)(OCC)OCC.[H-].[Na+].[CH3:20][NH:21][C:22]1[C:26]([CH:27]=O)=[CH:25][N:24]([C:29]2[CH:34]=[CH:33][CH:32]=[CH:31][CH:30]=2)[N:23]=1.O. Product: [CH3:20][NH:21][C:22]1[C:26](/[CH:27]=[CH:1]/[P:10](=[O:17])([O:11][CH2:12][CH3:13])[O:14][CH2:15][CH3:16])=[CH:25][N:24]([C:29]2[CH:34]=[CH:33][CH:32]=[CH:31][CH:30]=2)[N:23]=1. The catalyst class is: 9. (2) Reactant: [CH3:1][C@:2]12[C@H:10]([CH3:11])[CH2:9][C:8](=[O:12])[CH2:7][C@H:6]1[CH2:5][C:4]([CH:13]=[O:14])=[CH:3]2.[BH4-].[Na+]. Product: [OH:14][CH2:13][C:4]1[CH2:5][C@H:6]2[C@@:2]([CH3:1])([CH:3]=1)[C@H:10]([CH3:11])[CH2:9][C:8](=[O:12])[CH2:7]2. The catalyst class is: 14. (3) Reactant: [OH:1][C@@H:2]([C@@H:20]([NH:28]C(=O)C(F)(F)F)[CH2:21][C:22]1[CH:27]=[CH:26][CH:25]=[CH:24][CH:23]=1)[CH2:3][N:4]([CH2:13][CH:14]1[CH2:19][CH2:18][CH2:17][CH2:16][CH2:15]1)[NH:5][C:6]([O:8][C:9]([CH3:12])([CH3:11])[CH3:10])=[O:7]. Product: [OH:1][C@@H:2]([C@@H:20]([NH2:28])[CH2:21][C:22]1[CH:27]=[CH:26][CH:25]=[CH:24][CH:23]=1)[CH2:3][N:4]([CH2:13][CH:14]1[CH2:15][CH2:16][CH2:17][CH2:18][CH2:19]1)[NH:5][C:6]([O:8][C:9]([CH3:12])([CH3:10])[CH3:11])=[O:7]. The catalyst class is: 5. (4) Reactant: [C:1]1([CH2:7][O:8][CH2:9][C:10]2[CH:15]=[CH:14][C:13]([O:16][CH3:17])=[CH:12][CH:11]=2)[CH2:6][CH2:5][CH2:4][CH2:3][CH:2]=1.C[Si](C)(C)C[C:21](F)([F:23])[F:22].[I-].[Na+]. Product: [F:22][C:21]1([F:23])[C:1]2([CH2:7][O:8][CH2:9][C:10]3[CH:15]=[CH:14][C:13]([O:16][CH3:17])=[CH:12][CH:11]=3)[CH:6]1[CH2:5][CH2:4][CH2:3][CH2:2]2. The catalyst class is: 7. (5) Reactant: [C:1]1([C:7]2[C:15]3[C:10](=[CH:11][C:12]([C:16]([O:18][CH3:19])=[O:17])=[CH:13][CH:14]=3)[N:9](C(OC(C)(C)C)=O)[CH:8]=2)[CH:6]=[CH:5][CH:4]=[CH:3][CH:2]=1.C(O)(C(F)(F)F)=O. Product: [C:1]1([C:7]2[C:15]3[C:10](=[CH:11][C:12]([C:16]([O:18][CH3:19])=[O:17])=[CH:13][CH:14]=3)[NH:9][CH:8]=2)[CH:2]=[CH:3][CH:4]=[CH:5][CH:6]=1. The catalyst class is: 2. (6) Reactant: C[O:2][C:3]([C:5]1[CH:32]=[CH:31][C:8]2[N:9]([CH2:27][CH:28]([CH3:30])[CH3:29])[C:10]([NH:12][C:13]3[S:14][C:15]4[CH:21]=[C:20]([O:22][C:23]([F:26])([F:25])[F:24])[CH:19]=[CH:18][C:16]=4[N:17]=3)=[N:11][C:7]=2[CH:6]=1)=[O:4].[OH-].[Li+].CO. Product: [CH2:27]([N:9]1[C:8]2[CH:31]=[CH:32][C:5]([C:3]([OH:4])=[O:2])=[CH:6][C:7]=2[N:11]=[C:10]1[NH:12][C:13]1[S:14][C:15]2[CH:21]=[C:20]([O:22][C:23]([F:24])([F:25])[F:26])[CH:19]=[CH:18][C:16]=2[N:17]=1)[CH:28]([CH3:30])[CH3:29]. The catalyst class is: 1. (7) Reactant: [CH3:1][NH:2][C:3]1[CH:8]=[CH:7][C:6]([C:9]([F:15])([F:14])[C:10]([F:13])([F:12])[F:11])=[CH:5][N:4]=1.[Br:16]N1C(=O)CCC1=O.S([O-])([O-])(=O)=S.[Na+].[Na+].C(=O)([O-])O.[Na+]. Product: [Br:16][C:8]1[C:3]([NH:2][CH3:1])=[N:4][CH:5]=[C:6]([C:9]([F:15])([F:14])[C:10]([F:11])([F:12])[F:13])[CH:7]=1. The catalyst class is: 10. (8) Reactant: [NH2:1][C:2]1[C:3]([CH3:16])=[C:4]([CH:9]=[C:10]([C:12]([F:15])([F:14])[F:13])[CH:11]=1)[C:5]([O:7][CH3:8])=[O:6].[CH2:17]([N:24]1[C@@H:29]([CH3:30])[CH2:28][C:27](=O)[CH2:26][C@H:25]1[CH3:32])[C:18]1[CH:23]=[CH:22][CH:21]=[CH:20][CH:19]=1.C(O)(=O)C.C(O[BH-](OC(=O)C)OC(=O)C)(=O)C.[Na+]. Product: [CH2:17]([N:24]1[C@@H:29]([CH3:30])[CH2:28][CH:27]([NH:1][C:2]2[C:3]([CH3:16])=[C:4]([CH:9]=[C:10]([C:12]([F:13])([F:14])[F:15])[CH:11]=2)[C:5]([O:7][CH3:8])=[O:6])[CH2:26][C@H:25]1[CH3:32])[C:18]1[CH:23]=[CH:22][CH:21]=[CH:20][CH:19]=1. The catalyst class is: 22. (9) Reactant: COC1C=C(OC)C=CC=1C[O:6][N:7](CC1C(OC)=CC(OC)=CC=1OC)[C:8](=[O:27])[CH2:9][CH2:10][S:11]([N:14]1[CH2:19][CH2:18][N:17]([C:20]2[CH:25]=[CH:24][C:23]([F:26])=[CH:22][CH:21]=2)[CH2:16][CH2:15]1)(=[O:13])=[O:12].C([SiH](CC)CC)C.FC(F)(F)C(O)=O. Product: [OH:6][NH:7][C:8](=[O:27])[CH2:9][CH2:10][S:11]([N:14]1[CH2:19][CH2:18][N:17]([C:20]2[CH:25]=[CH:24][C:23]([F:26])=[CH:22][CH:21]=2)[CH2:16][CH2:15]1)(=[O:12])=[O:13]. The catalyst class is: 4. (10) Reactant: [CH3:1][C:2]1[CH:38]=[C:5]2[N:6]=[CH:7][C:8]3[CH:13]=[C:12]([C:14]4[CH:19]=[CH:18][CH:17]=[CH:16][CH:15]=4)[C:11]([C:20]4[CH:37]=[CH:36][C:23]([CH2:24][N:25]5[CH2:30][CH2:29][CH:28]([C:31]([O:33]CC)=[O:32])[CH2:27][CH2:26]5)=[CH:22][CH:21]=4)=[N:10][C:9]=3[N:4]2[N:3]=1.O.[Li+].[OH-]. Product: [CH3:1][C:2]1[CH:38]=[C:5]2[N:6]=[CH:7][C:8]3[CH:13]=[C:12]([C:14]4[CH:15]=[CH:16][CH:17]=[CH:18][CH:19]=4)[C:11]([C:20]4[CH:37]=[CH:36][C:23]([CH2:24][N:25]5[CH2:30][CH2:29][CH:28]([C:31]([OH:33])=[O:32])[CH2:27][CH2:26]5)=[CH:22][CH:21]=4)=[N:10][C:9]=3[N:4]2[N:3]=1. The catalyst class is: 1.